Dataset: Reaction yield outcomes from USPTO patents with 853,638 reactions. Task: Predict the reaction yield, written as a fraction of the theoretical maximum amount of product (1.0 means a 100% yield; for example, 0.34 means a 34% yield). (1) The reactants are [F:1][CH:2]([F:13])[O:3][C:4]1[CH:5]=[CH:6][C:7]([C:10]([OH:12])=O)=[N:8][CH:9]=1.[NH2:14][C:15]1[CH:16]=[CH:17][C:18]([F:31])=[C:19]([C@:21]2([CH3:30])[CH2:26][S:25](=[O:28])(=[O:27])[CH2:24][C:23]([NH2:29])=[N:22]2)[CH:20]=1. No catalyst specified. The product is [NH2:29][C:23]1[CH2:24][S:25](=[O:27])(=[O:28])[CH2:26][C@:21]([C:19]2[CH:20]=[C:15]([NH:14][C:10]([C:7]3[CH:6]=[CH:5][C:4]([O:3][CH:2]([F:1])[F:13])=[CH:9][N:8]=3)=[O:12])[CH:16]=[CH:17][C:18]=2[F:31])([CH3:30])[N:22]=1. The yield is 0.521. (2) The catalyst is O1CCCC1. The yield is 0.480. The product is [C:1]([NH:4][C:5]1[CH:31]=[CH:30][CH:29]=[C:7]2[C:8]([N:10]([CH:13]([C:18]3[CH:23]=[CH:22][C:21]([O:24][CH3:25])=[C:20]([O:26][CH2:27][CH3:28])[CH:19]=3)[CH2:14][C:15]([NH:45][OH:46])=[O:17])[C:11](=[O:12])[C:6]=12)=[O:9])(=[O:3])[CH3:2]. The reactants are [C:1]([NH:4][C:5]1[CH:31]=[CH:30][CH:29]=[C:7]2[C:8]([N:10]([CH:13]([C:18]3[CH:23]=[CH:22][C:21]([O:24][CH3:25])=[C:20]([O:26][CH2:27][CH3:28])[CH:19]=3)[CH2:14][C:15]([OH:17])=O)[C:11](=[O:12])[C:6]=12)=[O:9])(=[O:3])[CH3:2].C(N1C=CN=C1)(N1C=CN=C1)=O.Cl.[NH2:45][OH:46]. (3) The reactants are [CH:1]([C:3]1[CH:8]=[CH:7][C:6]([C:9]#[C:10][C:11]2[CH:36]=[CH:35][C:14]([C:15]([N:17]([CH3:34])[C@:18]([CH3:33])([C:23]([NH:25][O:26][CH:27]3[CH2:32][CH2:31][CH2:30][CH2:29][O:28]3)=[O:24])[C:19]([NH:21][CH3:22])=[O:20])=[O:16])=[CH:13][CH:12]=2)=[CH:5][CH:4]=1)=O.Cl.[CH2:38]([O:40][CH:41]1[CH2:44][NH:43][CH2:42]1)[CH3:39]. No catalyst specified. The product is [CH2:38]([O:40][CH:41]1[CH2:44][N:43]([CH2:1][C:3]2[CH:4]=[CH:5][C:6]([C:9]#[C:10][C:11]3[CH:12]=[CH:13][C:14]([C:15]([N:17]([CH3:34])[C@:18]([CH3:33])([C:23]([NH:25][O:26][CH:27]4[CH2:32][CH2:31][CH2:30][CH2:29][O:28]4)=[O:24])[C:19]([NH:21][CH3:22])=[O:20])=[O:16])=[CH:35][CH:36]=3)=[CH:7][CH:8]=2)[CH2:42]1)[CH3:39]. The yield is 0.740. (4) The reactants are [NH2:1][C@@H:2]([CH3:18])[CH2:3][N:4]1[CH:8]=[CH:7][C:6]([C:9]2[CH:16]=[CH:15][C:12]([C:13]#[N:14])=[C:11]([Cl:17])[CH:10]=2)=[N:5]1.[CH3:19][C:20]1[O:24][N:23]=[C:22]([C:25](O)=[O:26])[N:21]=1. No catalyst specified. The product is [Cl:17][C:11]1[CH:10]=[C:9]([C:6]2[CH:7]=[CH:8][N:4]([CH2:3][C@@H:2]([NH:1][C:25]([C:22]3[N:21]=[C:20]([CH3:19])[O:24][N:23]=3)=[O:26])[CH3:18])[N:5]=2)[CH:16]=[CH:15][C:12]=1[C:13]#[N:14]. The yield is 0.150. (5) The reactants are [OH-].[Li+].[CH:3]1([C:6]2[C:15]3[C:10](=[CH:11][CH:12]=[CH:13][CH:14]=3)[C:9]([N:16]3[C:20]([C:21]([F:24])([F:23])[F:22])=[N:19][N:18]=[C:17]3[S:25][C:26]([CH3:33])([CH3:32])[C:27]([O:29]CC)=[O:28])=[CH:8][CH:7]=2)[CH2:5][CH2:4]1. The catalyst is C1COCC1. The product is [CH:3]1([C:6]2[C:15]3[C:10](=[CH:11][CH:12]=[CH:13][CH:14]=3)[C:9]([N:16]3[C:20]([C:21]([F:22])([F:24])[F:23])=[N:19][N:18]=[C:17]3[S:25][C:26]([CH3:33])([CH3:32])[C:27]([OH:29])=[O:28])=[CH:8][CH:7]=2)[CH2:4][CH2:5]1. The yield is 0.530. (6) The reactants are [NH2:1][C:2]1[CH:14]=[CH:13][C:5]2[N:6]([CH3:12])[C:7](=[O:11])[CH2:8][CH2:9][CH2:10][C:4]=2[CH:3]=1.Cl[C:16]1[N:21]=[C:20]([NH:22][C:23]2[CH:28]=[CH:27][CH:26]=[CH:25][C:24]=2[S:29]([NH:32][CH3:33])(=[O:31])=[O:30])[C:19]([Cl:34])=[CH:18][N:17]=1.Cl.O1CCOCC1. The catalyst is COCCO. The product is [Cl:34][C:19]1[C:20]([NH:22][C:23]2[CH:28]=[CH:27][CH:26]=[CH:25][C:24]=2[S:29]([NH:32][CH3:33])(=[O:31])=[O:30])=[N:21][C:16]([NH:1][C:2]2[CH:14]=[CH:13][C:5]3[N:6]([CH3:12])[C:7](=[O:11])[CH2:8][CH2:9][CH2:10][C:4]=3[CH:3]=2)=[N:17][CH:18]=1. The yield is 0.140.